Dataset: Reaction yield outcomes from USPTO patents with 853,638 reactions. Task: Predict the reaction yield, written as a fraction of the theoretical maximum amount of product (1.0 means a 100% yield; for example, 0.34 means a 34% yield). (1) The reactants are [F:1][C:2]([F:18])([F:17])[C:3]1[CH:15]=[C:14]2[C:6]([C:7]3[CH:8]=[C:9]([NH2:16])[CH:10]=[CH:11][C:12]=3[NH:13]2)=[CH:5][CH:4]=1.C([N:27]=[C:28]=[S:29])(=O)C1C=CC=CC=1.C(NC(N)=S)C1C=CC=CC=1.[OH-].[Na+].Cl. The catalyst is CC(C)=O.O. The product is [F:18][C:2]([F:1])([F:17])[C:3]1[CH:15]=[C:14]2[C:6]([C:7]3[CH:8]=[C:9]([NH:16][C:28]([NH2:27])=[S:29])[CH:10]=[CH:11][C:12]=3[NH:13]2)=[CH:5][CH:4]=1. The yield is 0.890. (2) The reactants are [Mg].Br[C:3]1[CH:8]=[CH:7][C:6]([F:9])=[CH:5][CH:4]=1.[CH3:10][C:11]1[CH:18]=[C:17]([CH3:19])[CH:16]=[CH:15][C:12]=1[CH:13]=[O:14].[Cl-].[NH4+]. The catalyst is C1COCC1.II.BrC1C=CC(F)=CC=1. The product is [CH3:10][C:11]1[CH:18]=[C:17]([CH3:19])[CH:16]=[CH:15][C:12]=1[CH:13]([C:3]1[CH:8]=[CH:7][C:6]([F:9])=[CH:5][CH:4]=1)[OH:14]. The yield is 1.00. (3) The reactants are [O-]S(C(F)(F)F)(=O)=O.[CH2:9]([O:11][C:12]([CH:14]1[CH2:23][C:22]2[C:17](=[CH:18][CH:19]=[CH:20][CH:21]=2)[C:16]([CH3:25])([CH3:24])[NH:15]1)=[O:13])[CH3:10].C[Si](C=[N+]=[N-])(C)C.[CH3:33][OH:34]. The catalyst is C(Cl)Cl. The product is [CH2:9]([O:11][C:12]([CH:14]1[CH2:23][C:22]2[C:17](=[CH:18][CH:19]=[C:20]([O:34][CH3:33])[CH:21]=2)[C:16]([CH3:24])([CH3:25])[NH:15]1)=[O:13])[CH3:10]. The yield is 0.960. (4) The reactants are [F:1][C:2]1[CH:7]=[CH:6][CH:5]=[C:4]([F:8])[C:3]=1[N:9]1[C:14]2[N:15]=[C:16]([N:29]3[CH2:34][CH2:33][CH:32]([N:35]4[CH2:40][CH2:39][CH:38]([CH3:41])[CH2:37][CH2:36]4)[CH2:31][CH2:30]3)[N:17]=[C:18]([C:19]3[CH:20]=[C:21]([CH:25]=[CH:26][C:27]=3[CH3:28])[C:22](O)=[O:23])[C:13]=2[CH:12]=[CH:11][C:10]1=[O:42].CN(C(ON1N=NC2C=CC=CC1=2)=[N+](C)C)C.F[P-](F)(F)(F)(F)F.C(N(CC)CC)C.[CH3:74][C:75]([CH3:79])([CH3:78])[CH2:76][NH2:77]. The catalyst is CN(C=O)C. The product is [F:1][C:2]1[CH:7]=[CH:6][CH:5]=[C:4]([F:8])[C:3]=1[N:9]1[C:14]2[N:15]=[C:16]([N:29]3[CH2:30][CH2:31][CH:32]([N:35]4[CH2:36][CH2:37][CH:38]([CH3:41])[CH2:39][CH2:40]4)[CH2:33][CH2:34]3)[N:17]=[C:18]([C:19]3[CH:20]=[C:21]([CH:25]=[CH:26][C:27]=3[CH3:28])[C:22]([NH:77][CH2:76][C:75]([CH3:79])([CH3:78])[CH3:74])=[O:23])[C:13]=2[CH:12]=[CH:11][C:10]1=[O:42]. The yield is 0.500. (5) The catalyst is CO.[Pd]. The yield is 0.660. The reactants are N1C=[CH:5][C:4]([CH:7]=[C:8]2[C:16]3[C:11](=[N:12][CH:13]=[C:14]([C:17]4[CH:22]=[C:21]([O:23][CH3:24])[C:20]([O:25][CH3:26])=[C:19]([O:27][CH3:28])[CH:18]=4)[CH:15]=3)[NH:10][C:9]2=[O:29])=[CH:3][CH:2]=1.[CH:30]([O-])=O.[NH4+:33]. The product is [N:33]1[CH:30]=[CH:2][CH:3]=[C:4]([CH2:7][CH:8]2[C:16]3[C:11](=[N:12][CH:13]=[C:14]([C:17]4[CH:18]=[C:19]([O:27][CH3:28])[C:20]([O:25][CH3:26])=[C:21]([O:23][CH3:24])[CH:22]=4)[CH:15]=3)[NH:10][C:9]2=[O:29])[CH:5]=1.